The task is: Predict the reaction yield, written as a fraction of the theoretical maximum amount of product (1.0 means a 100% yield; for example, 0.34 means a 34% yield).. This data is from Reaction yield outcomes from USPTO patents with 853,638 reactions. (1) The reactants are [CH2:1]=[CH:2][C@@H:3]([OH:9])[CH2:4][CH2:5][CH2:6][CH2:7][CH3:8].N1C=CN=C1.[CH3:15][C:16]([Si:19](Cl)([CH3:21])[CH3:20])([CH3:18])[CH3:17].O. The catalyst is C(Cl)Cl. The product is [C:16]([Si:19]([CH3:21])([CH3:20])[O:9][C@@H:3]([CH2:4][CH2:5][CH2:6][CH2:7][CH3:8])[CH:2]=[CH2:1])([CH3:18])([CH3:17])[CH3:15]. The yield is 0.860. (2) The reactants are [OH:1][C:2]1[CH:3]=[C:4]2[C:9](=[CH:10][CH:11]=1)[CH:8]=[C:7]([CH2:12][N:13]1[CH2:18][CH2:17][CH:16]([C:19]([O:21][CH2:22][CH3:23])=[O:20])[CH2:15][CH2:14]1)[CH:6]=[CH:5]2.[O:24](S(C(F)(F)F)(=O)=O)[S:25]([C:28]([F:31])([F:30])[F:29])(=O)=[O:26]. The catalyst is C(Cl)Cl. The product is [F:29][C:28]([F:31])([F:30])[S:25]([O:1][C:2]1[CH:3]=[C:4]2[C:9](=[CH:10][CH:11]=1)[CH:8]=[C:7]([CH2:12][N:13]1[CH2:18][CH2:17][CH:16]([C:19]([O:21][CH2:22][CH3:23])=[O:20])[CH2:15][CH2:14]1)[CH:6]=[CH:5]2)(=[O:26])=[O:24]. The yield is 0.900. (3) The reactants are [C:1]([O:5][C:6]([NH:8][CH2:9][CH2:10][CH2:11][CH2:12][CH2:13][CH2:14][CH2:15][CH2:16][CH2:17][CH2:18][CH2:19][C:20]([OH:22])=O)=[O:7])([CH3:4])([CH3:3])[CH3:2].C(N1C=CN=C1)([N:25]1C=CN=C1)=O.N. The catalyst is C1COCC1. The product is [C:1]([O:5][C:6](=[O:7])[NH:8][CH2:9][CH2:10][CH2:11][CH2:12][CH2:13][CH2:14][CH2:15][CH2:16][CH2:17][CH2:18][CH2:19][C:20](=[O:22])[NH2:25])([CH3:4])([CH3:3])[CH3:2]. The yield is 0.450. (4) The reactants are C([O:14][C:15]([C:17]1([O:20]/[N:21]=[C:22](/[C:51]2[N:52]=[C:53]([NH:56]C(OC(C)(C)C)=O)[S:54][CH:55]=2)\[C:23]([NH:25][C@@H:26]2[C:29](=[O:30])[N:28]([S:31]([OH:34])(=[O:33])=[O:32])[C@@H:27]2[CH2:35][N:36]2[N:40]=[C:39]([CH2:41][NH:42]C(OC(C)(C)C)=O)[C:38]([CH3:50])=[N:37]2)=[O:24])[CH2:19][CH2:18]1)=[O:16])(C1C=CC=CC=1)C1C=CC=CC=1.C1(OC)C=CC=CC=1.C(O)(C(F)(F)F)=O. The catalyst is C(Cl)Cl. The product is [NH2:42][CH2:41][C:39]1[C:38]([CH3:50])=[N:37][N:36]([CH2:35][C@@H:27]2[C@H:26]([NH:25][C:23](=[O:24])/[C:22](=[N:21]\[O:20][C:17]3([C:15]([OH:16])=[O:14])[CH2:19][CH2:18]3)/[C:51]3[N:52]=[C:53]([NH2:56])[S:54][CH:55]=3)[C:29](=[O:30])[N:28]2[S:31]([OH:34])(=[O:32])=[O:33])[N:40]=1. The yield is 0.570. (5) The reactants are [F:1][C:2]1[CH:3]=[C:4]([C:24]([F:27])([F:26])[F:25])[N:5]2[CH2:22][CH2:21][N:20]([CH3:23])[C:7]3([CH2:12][CH2:11][N:10](C(OC(C)(C)C)=O)[CH2:9][CH2:8]3)[C:6]=12.[ClH:28]. The catalyst is C(Cl)Cl.O1CCOCC1. The product is [ClH:28].[ClH:28].[F:1][C:2]1[CH:3]=[C:4]([C:24]([F:26])([F:25])[F:27])[N:5]2[CH2:22][CH2:21][N:20]([CH3:23])[C:7]3([CH2:8][CH2:9][NH:10][CH2:11][CH2:12]3)[C:6]=12. The yield is 0.990. (6) The reactants are C([O:9][CH2:10][C@@:11]1([CH3:20])[CH2:17][CH2:16][CH2:15][C:14]([F:19])([F:18])[CH2:13][O:12]1)(=O)C1C=CC=CC=1.[OH-].[Na+]. The catalyst is C1COCC1.CO. The product is [F:19][C:14]1([F:18])[CH2:13][O:12][C@:11]([CH2:10][OH:9])([CH3:20])[CH2:17][CH2:16][CH2:15]1. The yield is 0.830. (7) The reactants are [F:1][C:2]1[C:3]([NH:21][C:22]2[CH:27]=[CH:26][C:25]([I:28])=[CH:24][C:23]=2[F:29])=[C:4]([C:9]([N:11]2[CH2:14][C:13]([C:16]([CH3:20])([CH3:19])[CH2:17][OH:18])([OH:15])[CH2:12]2)=[O:10])[CH:5]=[CH:6][C:7]=1[F:8].CC(OI1(OC(C)=O)(OC(C)=O)OC(=O)C2C=CC=CC1=2)=O.S([O-])([O-])(=O)=S.[Na+].[Na+].C(=O)(O)[O-].[Na+]. The catalyst is ClCCl. The product is [F:1][C:2]1[C:3]([NH:21][C:22]2[CH:27]=[CH:26][C:25]([I:28])=[CH:24][C:23]=2[F:29])=[C:4]([C:9]([N:11]2[CH2:12][C:13]([C:16]([CH3:20])([CH3:19])[CH:17]=[O:18])([OH:15])[CH2:14]2)=[O:10])[CH:5]=[CH:6][C:7]=1[F:8]. The yield is 0.530.